This data is from Forward reaction prediction with 1.9M reactions from USPTO patents (1976-2016). The task is: Predict the product of the given reaction. (1) Given the reactants Cl.[CH:2]([N:5]1[CH2:10][CH2:9][CH:8]([O:11][C:12]2[CH:13]=[C:14]3[CH:20]=[C:19]([C:21]([OH:23])=O)[NH:18][C:15]3=[N:16][CH:17]=2)[CH2:7][CH2:6]1)([CH3:4])[CH3:3].F[B-](F)(F)F.[N:29]1(OC(N(C)C)=[N+](C)C)[C:33]2C=[CH:35][CH:36]=[CH:37][C:32]=2N=N1.N1CCCCC1.C(N(CC)C(C)C)(C)C, predict the reaction product. The product is: [CH:2]([N:5]1[CH2:6][CH2:7][CH:8]([O:11][C:12]2[CH:13]=[C:14]3[CH:20]=[C:19]([C:21]([N:29]4[CH2:35][CH2:36][CH2:37][CH2:32][CH2:33]4)=[O:23])[NH:18][C:15]3=[N:16][CH:17]=2)[CH2:9][CH2:10]1)([CH3:4])[CH3:3]. (2) Given the reactants Cl.[Cl:2][C:3]1[C:8]([F:9])=[CH:7][CH:6]=[C:5]([Cl:10])[C:4]=1[CH:11]([O:14][Si:15]([CH2:20][CH3:21])([CH2:18][CH3:19])[CH2:16][CH3:17])[CH2:12][NH2:13].C([O-])(O)=O.[Na+], predict the reaction product. The product is: [Cl:2][C:3]1[C:8]([F:9])=[CH:7][CH:6]=[C:5]([Cl:10])[C:4]=1[CH:11]([O:14][Si:15]([CH2:16][CH3:17])([CH2:20][CH3:21])[CH2:18][CH3:19])[CH2:12][NH2:13].